Dataset: Catalyst prediction with 721,799 reactions and 888 catalyst types from USPTO. Task: Predict which catalyst facilitates the given reaction. (1) Reactant: [CH3:1][C:2]1[S:23][C:5]2=[N:6][C:7]([CH3:22])=[C:8]([CH2:17][C:18]([O:20]C)=[O:19])[C:9]([C:10]3[CH:15]=[CH:14][C:13]([CH3:16])=[CH:12][CH:11]=3)=[C:4]2[C:3]=1[CH3:24].[O-2].[Li+].[Li+].Cl. Product: [CH3:1][C:2]1[S:23][C:5]2=[N:6][C:7]([CH3:22])=[C:8]([CH2:17][C:18]([OH:20])=[O:19])[C:9]([C:10]3[CH:11]=[CH:12][C:13]([CH3:16])=[CH:14][CH:15]=3)=[C:4]2[C:3]=1[CH3:24]. The catalyst class is: 38. (2) Reactant: C([O:4][C:5]1[C:10]2[S:11][C:12]([CH3:14])=[CH:13][C:9]=2[CH:8]=[CH:7][C:6]=1[O:15][CH3:16])(C)C. Product: [OH:4][C:5]1[C:10]2[S:11][C:12]([CH3:14])=[CH:13][C:9]=2[CH:8]=[CH:7][C:6]=1[O:15][CH3:16]. The catalyst class is: 2. (3) Reactant: [H-].[Al+3].[Li+].[H-].[H-].[H-].[CH2:7]([N:14]1[CH:18]([CH3:19])[CH2:17][CH:16]([C:20](OC)=[O:21])[C:15]1=O)[C:8]1[CH:13]=[CH:12][CH:11]=[CH:10][CH:9]=1.[OH-].[Na+].S([O-])([O-])(=O)=O.[Mg+2]. Product: [CH2:7]([N:14]1[CH:18]([CH3:19])[CH2:17][CH:16]([CH2:20][OH:21])[CH2:15]1)[C:8]1[CH:13]=[CH:12][CH:11]=[CH:10][CH:9]=1. The catalyst class is: 30. (4) Product: [NH2:12][C@H:11]([C:23]([NH:24][CH2:25][CH2:26][CH2:27][NH:28][C@H:29]([C:30]([O:32][C:33]([CH3:36])([CH3:35])[CH3:34])=[O:31])[C@@H:37]([CH:39]1[C@@H:43]([O:44][Si:45]([C:48]([CH3:51])([CH3:49])[CH3:50])([CH3:47])[CH3:46])[C@@H:42]([O:52][Si:53]([C:56]([CH3:59])([CH3:58])[CH3:57])([CH3:55])[CH3:54])[C@H:41]([N:60]2[CH:65]=[CH:64][C:63](=[O:66])[N:62]([CH2:67][C:68]3[CH:73]=[CH:72][C:71]([O:74][CH3:75])=[CH:70][CH:69]=3)[C:61]2=[O:76])[O:40]1)[OH:38])=[O:77])[CH2:10][C:9]([OH:78])=[O:8]. The catalyst class is: 19. Reactant: C([O:8][C:9](=[O:78])[CH2:10][C@@H:11]([C:23](=[O:77])[NH:24][CH2:25][CH2:26][CH2:27][NH:28][C@@H:29]([C@H:37]([CH:39]1[C@@H:43]([O:44][Si:45]([C:48]([CH3:51])([CH3:50])[CH3:49])([CH3:47])[CH3:46])[C@@H:42]([O:52][Si:53]([C:56]([CH3:59])([CH3:58])[CH3:57])([CH3:55])[CH3:54])[C@H:41]([N:60]2[CH:65]=[CH:64][C:63](=[O:66])[N:62]([CH2:67][C:68]3[CH:73]=[CH:72][C:71]([O:74][CH3:75])=[CH:70][CH:69]=3)[C:61]2=[O:76])[O:40]1)[OH:38])[C:30]([O:32][C:33]([CH3:36])([CH3:35])[CH3:34])=[O:31])[NH:12]C(=O)OCC1C=CC=CC=1)C1C=CC=CC=1. (5) Reactant: [S:1]1[C:5]2[CH:6]=[CH:7][CH:8]=[CH:9][C:4]=2[N:3]=[C:2]1[CH:10]([O:18][CH:19]1[CH2:24][CH2:23][N:22]([CH3:25])[CH2:21][CH2:20]1)[C:11]1[CH:12]=[C:13]([OH:17])[CH:14]=[CH:15][CH:16]=1.[F:26][C:27]([F:40])([F:39])[S:28](O[S:28]([C:27]([F:40])([F:39])[F:26])(=[O:30])=[O:29])(=[O:30])=[O:29]. Product: [S:1]1[C:5]2[CH:6]=[CH:7][CH:8]=[CH:9][C:4]=2[N:3]=[C:2]1[CH:10]([O:18][CH:19]1[CH2:20][CH2:21][N:22]([CH3:25])[CH2:23][CH2:24]1)[C:11]1[CH:12]=[C:13]([O:17][S:28]([C:27]([F:40])([F:39])[F:26])(=[O:30])=[O:29])[CH:14]=[CH:15][CH:16]=1. The catalyst class is: 529.